From a dataset of Full USPTO retrosynthesis dataset with 1.9M reactions from patents (1976-2016). Predict the reactants needed to synthesize the given product. (1) Given the product [NH2:1][C:2]1[CH:3]=[C:4]([CH:8]=[C:9]([C:13]2[O:12][CH:16]=[CH:15][CH:14]=2)[CH:10]=1)[C:5]([OH:7])=[O:6], predict the reactants needed to synthesize it. The reactants are: [NH2:1][C:2]1[CH:3]=[C:4]([CH:8]=[C:9](Br)[CH:10]=1)[C:5]([OH:7])=[O:6].[O:12]1[CH:16]=[CH:15][CH:14]=[C:13]1B(O)O.C(=O)([O-])[O-].[K+].[K+].Cl. (2) Given the product [ClH:44].[CH3:43][CH:39]1[CH2:40][CH2:41][CH2:42][N:38]1[C:34]1[N:33]=[C:32]([NH:31][C:24]2[C:25]3[N:26]([CH:28]=[CH:29][N:30]=3)[N:27]=[C:22]([C:18]3[CH:19]=[CH:20][CH:21]=[C:16]([CH2:15][NH:14][CH:11]4[CH2:12][CH2:13][NH:8][CH2:9][CH2:10]4)[CH:17]=3)[CH:23]=2)[CH:37]=[CH:36][CH:35]=1, predict the reactants needed to synthesize it. The reactants are: C(OC([N:8]1[CH2:13][CH2:12][CH:11]([NH:14][CH2:15][C:16]2[CH:21]=[CH:20][CH:19]=[C:18]([C:22]3[CH:23]=[C:24]([NH:31][C:32]4[CH:37]=[CH:36][CH:35]=[C:34]([N:38]5[CH2:42][CH2:41][CH2:40][CH:39]5[CH3:43])[N:33]=4)[C:25]4[N:26]([CH:28]=[CH:29][N:30]=4)[N:27]=3)[CH:17]=2)[CH2:10][CH2:9]1)=O)(C)(C)C.[ClH:44]. (3) Given the product [CH3:1][N:2]1[C:7](=[O:8])[CH:6]=[C:5]([N:9]2[CH2:10][CH2:11][O:12][CH2:13][CH2:14]2)[N:4]=[C:3]1[CH2:15][C:16]([NH:20][C:21]1[CH:26]=[CH:25][CH:24]=[CH:23][CH:22]=1)=[O:18], predict the reactants needed to synthesize it. The reactants are: [CH3:1][N:2]1[C:7](=[O:8])[CH:6]=[C:5]([N:9]2[CH2:14][CH2:13][O:12][CH2:11][CH2:10]2)[N:4]=[C:3]1[CH2:15][C:16]([O-:18])=O.[Na+].[NH2:20][C:21]1[CH:26]=[CH:25][CH:24]=[CH:23][CH:22]=1.Cl.CN(C)CCCN=C=NCC. (4) Given the product [CH:37]([NH:1][CH2:2][C:3]1[CH:4]=[C:5]([CH2:9][CH:10]([NH:12][C:13]2[N:18]=[C:17]([N:19]3[C:24]4=[N:25][C:26]([C:30]5[CH:31]=[CH:32][CH:33]=[CH:34][CH:35]=5)=[CH:27][C:28](=[O:29])[N:23]4[CH2:22][CH2:21][CH2:20]3)[CH:16]=[CH:15][N:14]=2)[CH3:11])[CH:6]=[CH:7][CH:8]=1)([CH3:39])[CH3:36], predict the reactants needed to synthesize it. The reactants are: [NH2:1][CH2:2][C:3]1[CH:4]=[C:5]([CH2:9][CH:10]([NH:12][C:13]2[N:18]=[C:17]([N:19]3[C:24]4=[N:25][C:26]([C:30]5[CH:35]=[CH:34][CH:33]=[CH:32][CH:31]=5)=[CH:27][C:28](=[O:29])[N:23]4[CH2:22][CH2:21][CH2:20]3)[CH:16]=[CH:15][N:14]=2)[CH3:11])[CH:6]=[CH:7][CH:8]=1.[CH3:36][C:37]([CH3:39])=O.[BH4-].[Na+].